This data is from Catalyst prediction with 721,799 reactions and 888 catalyst types from USPTO. The task is: Predict which catalyst facilitates the given reaction. Product: [N:18]1([CH2:17][C:13]2[CH:12]=[C:11]3[C:16](=[CH:15][CH:14]=2)[NH:8][C:9]([C:24]2[C:32]4[C:27](=[CH:28][CH:29]=[C:30]([C:33]([OH:35])=[O:34])[CH:31]=4)[NH:26][N:25]=2)=[CH:10]3)[CH2:23][CH2:22][CH2:21][CH2:20][CH2:19]1. The catalyst class is: 8. Reactant: C(OC([N:8]1[C:16]2[C:11](=[CH:12][C:13]([CH2:17][N:18]3[CH2:23][CH2:22][CH2:21][CH2:20][CH2:19]3)=[CH:14][CH:15]=2)[CH:10]=[C:9]1[C:24]1[C:32]2[C:27](=[CH:28][CH:29]=[C:30]([C:33]([O:35]C)=[O:34])[CH:31]=2)[NH:26][N:25]=1)=O)(C)(C)C.[OH-].[Na+].